This data is from HIV replication inhibition screening data with 41,000+ compounds from the AIDS Antiviral Screen. The task is: Binary Classification. Given a drug SMILES string, predict its activity (active/inactive) in a high-throughput screening assay against a specified biological target. (1) The compound is CN1CC(=Cc2ccccc2)C2=C(C1)C(c1ccccc1)NC(=S)N2.Cl. The result is 0 (inactive). (2) The molecule is C=c1[nH]c(=O)c(=C)[nH]c1=O. The result is 0 (inactive). (3) The compound is Cc1cccc(-n2c(=S)[nH]c3c(sc(=O)n3-c3ccccc3C)c2=O)c1. The result is 0 (inactive). (4) The drug is Cc1ccc(N=C2N=C(N3CC(C)OC(C)C3)c3ccccc32)cc1. The result is 0 (inactive). (5) The compound is CCCCS(=N)(=O)CCC(N)C(=O)O. The result is 0 (inactive). (6) The molecule is CC(C(=O)O)n1[se]c2ccccc2c1=O. The result is 1 (active).